This data is from Peptide-MHC class II binding affinity with 134,281 pairs from IEDB. The task is: Regression. Given a peptide amino acid sequence and an MHC pseudo amino acid sequence, predict their binding affinity value. This is MHC class II binding data. The peptide sequence is AVTALTIAYLVGSNMK. The MHC is DRB1_0801 with pseudo-sequence DRB1_0801. The binding affinity (normalized) is 0.418.